Dataset: Reaction yield outcomes from USPTO patents with 853,638 reactions. Task: Predict the reaction yield, written as a fraction of the theoretical maximum amount of product (1.0 means a 100% yield; for example, 0.34 means a 34% yield). (1) The reactants are [CH3:1][CH:2]([CH3:17])[CH2:3][CH2:4][N:5]1[C:10]2[N:11]=[CH:12][CH:13]=[CH:14][C:9]=2[C:8](=[O:15])O[C:6]1=[O:16].[CH3:18][C:19]1[O:20][C:21]2[CH:38]=[CH:37][C:24]3[NH:25][C:26]([CH2:31]C(OCC)=O)=[N:27][S:28](=[O:30])(=[O:29])[C:23]=3[C:22]=2[N:39]=1.[H-].[Na+].Cl. The catalyst is O1CCCC1.O.C(O)(=O)C. The product is [OH:15][C:8]1[C:9]2[C:10](=[N:11][CH:12]=[CH:13][CH:14]=2)[N:5]([CH2:4][CH2:3][CH:2]([CH3:1])[CH3:17])[C:6](=[O:16])[C:31]=1[C:26]1[NH:25][C:24]2[CH:37]=[CH:38][C:21]3[O:20][C:19]([CH3:18])=[N:39][C:22]=3[C:23]=2[S:28](=[O:30])(=[O:29])[N:27]=1. The yield is 0.600. (2) The yield is 0.620. The product is [CH:18]([C:20]1[CH:25]=[C:24]([O:26][CH3:27])[CH:23]=[CH:22][C:21]=1[C:2]1[N:7]=[C:6]([C:8]2[CH:9]=[N:10][CH:11]=[CH:12][CH:13]=2)[CH:5]=[C:4]([S:14][CH3:15])[C:3]=1[C:16]#[N:17])=[O:19]. The reactants are Cl[C:2]1[N:7]=[C:6]([C:8]2[CH:9]=[N:10][CH:11]=[CH:12][CH:13]=2)[CH:5]=[C:4]([S:14][CH3:15])[C:3]=1[C:16]#[N:17].[CH:18]([C:20]1[CH:25]=[C:24]([O:26][CH3:27])[CH:23]=[CH:22][C:21]=1B(O)O)=[O:19].P([O-])([O-])([O-])=O.[K+].[K+].[K+]. The catalyst is CN(C)C=O.CO.C1(P(C2C=CC=CC=2)C2C=CC=CC=2)C=CC=CC=1.C1(P(C2C=CC=CC=2)C2C=CC=CC=2)C=CC=CC=1.C1(P(C2C=CC=CC=2)C2C=CC=CC=2)C=CC=CC=1.C1(P(C2C=CC=CC=2)C2C=CC=CC=2)C=CC=CC=1.[Pd]. (3) The product is [Cl:28][C:12]1[C:13]([NH:15][C:16]2[CH:21]=[CH:20][CH:19]=[CH:18][C:17]=2[S:22]([CH:25]([CH3:26])[CH3:27])(=[O:24])=[O:23])=[N:14][C:9]([NH:8][C:4]2[CH:3]=[C:2]([NH:1][C:38](=[O:41])[CH:39]=[CH2:40])[CH:7]=[CH:6][CH:5]=2)=[N:10][CH:11]=1. The reactants are [NH2:1][C:2]1[CH:3]=[C:4]([NH:8][C:9]2[N:14]=[C:13]([NH:15][C:16]3[CH:21]=[CH:20][CH:19]=[CH:18][C:17]=3[S:22]([CH:25]([CH3:27])[CH3:26])(=[O:24])=[O:23])[C:12]([Cl:28])=[CH:11][N:10]=2)[CH:5]=[CH:6][CH:7]=1.CCN(C(C)C)C(C)C.[C:38](Cl)(=[O:41])[CH:39]=[CH2:40]. The catalyst is C(Cl)Cl. The yield is 0.222. (4) The reactants are [OH-].[K+].[CH3:3][C@@H:4]1[CH2:8][CH2:7][C:6](=O)[CH:5]1[C:10]([O:12]CC)=O.[NH2:15][C:16]([NH2:18])=[S:17]. The catalyst is O.C(O)C. The product is [SH:17][C:16]1[N:15]=[C:10]([OH:12])[C:5]2[C@H:4]([CH3:3])[CH2:8][CH2:7][C:6]=2[N:18]=1. The yield is 0.560. (5) The reactants are [Cl:1][C:2]1[C:11]2[NH:10][C:9](=[O:12])[C:8]3[S:13][CH:14]=[CH:15][C:7]=3[C:6]=2[C:5]([C:16]2[CH:21]=[CH:20][C:19]([C@@H:22]([N:25](C)[C:26](=O)OC(C)(C)C)[CH2:23][CH3:24])=[CH:18][CH:17]=2)=[C:4]([O:34]C)[CH:3]=1.BrB(Br)Br. No catalyst specified. The product is [ClH:1].[Cl:1][C:2]1[C:11]2[NH:10][C:9](=[O:12])[C:8]3[S:13][CH:14]=[CH:15][C:7]=3[C:6]=2[C:5]([C:16]2[CH:21]=[CH:20][C:19]([C@@H:22]([NH:25][CH3:26])[CH2:23][CH3:24])=[CH:18][CH:17]=2)=[C:4]([OH:34])[CH:3]=1. The yield is 0.450.